From a dataset of Peptide-MHC class II binding affinity with 134,281 pairs from IEDB. Regression. Given a peptide amino acid sequence and an MHC pseudo amino acid sequence, predict their binding affinity value. This is MHC class II binding data. (1) The peptide sequence is LDGNLLSSNDLAKYK. The MHC is HLA-DQA10401-DQB10402 with pseudo-sequence HLA-DQA10401-DQB10402. The binding affinity (normalized) is 0.0758. (2) The peptide sequence is YDKFLANVSNVLTGK. The binding affinity (normalized) is 0.822. The MHC is DRB1_1602 with pseudo-sequence DRB1_1602. (3) The peptide sequence is SPSLWEIEFAKQLASV. The MHC is DRB1_0101 with pseudo-sequence DRB1_0101. The binding affinity (normalized) is 0.820. (4) The peptide sequence is DIHRLEPVKCDTLLC. The MHC is HLA-DQA10102-DQB10501 with pseudo-sequence HLA-DQA10102-DQB10501. The binding affinity (normalized) is 0.606. (5) The MHC is DRB1_1602 with pseudo-sequence DRB1_1602. The binding affinity (normalized) is 0.570. The peptide sequence is PEVKYTVFETALKKAITAMS. (6) The peptide sequence is EKKYFAATQFEPLNA. The binding affinity (normalized) is 0.387. The MHC is HLA-DQA10101-DQB10501 with pseudo-sequence HLA-DQA10101-DQB10501. (7) The peptide sequence is LVGPTPVNIIGRNMLTQIGC. The MHC is H-2-IAd with pseudo-sequence H-2-IAd. The binding affinity (normalized) is 0.631. (8) The peptide sequence is QPSKGWNDWENVPFC. The MHC is HLA-DQA10201-DQB10402 with pseudo-sequence HLA-DQA10201-DQB10402. The binding affinity (normalized) is 0.542.